This data is from Protein-peptide binding for MDM2, ACE2, and 12ca5 with 34 validated binders. The task is: Binary Classification. Given protein and peptide amino acid sequences, predict whether they interact or not. (1) The protein target is ACE2 with sequence MSSSSWLLLSLVAVTAAQSTIEEQAKTFLDKFNHEAEDLFYQSSLASWNYNTNITEENVQNMNNAGDKWSAFLKEQSTLAQMYPLQEIQNLTVKLQLQALQQNGSSVLSEDKSKRLNTILNTMSTIYSTGKVCNPDNPQECLLLEPGLNEIMANSLDYNERLWAWESWRSEVGKQLRPLYEEYVVLKNEMARANHYEDYGDYWRGDYEVNGVDGYDYSRGQLIEDVEHTFEEIKPLYEHLHAYVRAKLMNAYPSYISPIGCLPAHLLGDMWGRFWTNLYSLTVPFGQKPNIDVTDAMVDQAWDAQRIFKEAEKFFVSVGLPNMTQGFWENSMLTDPGNVQKAVCHPTAWDLGKGDFRILMCTKVTMDDFLTAHHEMGHIQYDMAYAAQPFLLRNGANEGFHEAVGEIMSLSAATPKHLKSIGLLSPDFQEDNETEINFLLKQALTIVGTLPFTYMLEKWRWMVFKGEIPKDQWMKKWWEMKREIVGVVEPVPHDETYCDP.... The peptide is LTFANHTTQVRPK. (2) The peptide is TAFAEYWAALAPK. The protein target is MDM2 with sequence MCNTNMSVPTDGAVTTSQIPASEQETLVRPKPLLLKLLKSVGAQKDTYTMKEVLFYLGQYIMTKRLYDEKQQHIVYCSNDLLGDLFGVPSFSVKEHRKIYTMIYRNLVVVNQQESSDSGTSVSENRCHLEGGSDQKDLVQELQEEKPSSSHLVSRPSTSSRRRAISETEENSDELSGERQRKRHKSDSISLSFDESLALCVIREICCERSSSSESTGTPSNPDLDAGVSEHSGDWLDQDSVSDQFSVEFEVESLDSEDYSLSEEGQELSDEDDEVYQVTVYQAGESDTDSFEEDPEISLADYWKCTSCNEMNPPLPSHCNRCWALRENWLPEDKGKDKGEISEKAKLENSTQAEEGFDVPDCKKTIVNDSRESCVEENDDKITQASQSQESEDYSQPSTSSSIIYSSQEDVKEFEREETQDKEESVESSLPLNAIEPCVICQGRPKNGCIVHGKTGHLMACFTCAKKLKKRNKPCPVCRQPIQMIVLTYFP. (3) The protein target is MDM2 with sequence MCNTNMSVPTDGAVTTSQIPASEQETLVRPKPLLLKLLKSVGAQKDTYTMKEVLFYLGQYIMTKRLYDEKQQHIVYCSNDLLGDLFGVPSFSVKEHRKIYTMIYRNLVVVNQQESSDSGTSVSENRCHLEGGSDQKDLVQELQEEKPSSSHLVSRPSTSSRRRAISETEENSDELSGERQRKRHKSDSISLSFDESLALCVIREICCERSSSSESTGTPSNPDLDAGVSEHSGDWLDQDSVSDQFSVEFEVESLDSEDYSLSEEGQELSDEDDEVYQVTVYQAGESDTDSFEEDPEISLADYWKCTSCNEMNPPLPSHCNRCWALRENWLPEDKGKDKGEISEKAKLENSTQAEEGFDVPDCKKTIVNDSRESCVEENDDKITQASQSQESEDYSQPSTSSSIIYSSQEDVKEFEREETQDKEESVESSLPLNAIEPCVICQGRPKNGCIVHGKTGHLMACFTCAKKLKKRNKPCPVCRQPIQMIVLTYFP. The peptide is AAFAEYWAALAPK.